Dataset: Forward reaction prediction with 1.9M reactions from USPTO patents (1976-2016). Task: Predict the product of the given reaction. (1) Given the reactants [C:1]1([C:17]2[CH:22]=[CH:21][CH:20]=[CH:19][CH:18]=2)[C:2](OC(CCC)CCC([O-])=O)=[CH:3][CH:4]=[CH:5][CH:6]=1.[OH2:23].[OH-:24].[Li+].[OH2:26], predict the reaction product. The product is: [C:17]1([C:1]2[CH:6]=[CH:5][CH:4]=[CH:3][CH:2]=2)[CH:18]=[CH:19][C:20]([O:23][CH2:18][CH2:17][CH2:1][CH2:6][CH2:5][CH2:4][C:3]([OH:26])=[O:24])=[CH:21][CH:22]=1. (2) Given the reactants [S:1]1[CH2:5][CH:4]([C:6]([OH:8])=[O:7])[NH:3][CH2:2]1.S(Cl)([Cl:11])=O.[CH3:13]O, predict the reaction product. The product is: [Cl-:11].[CH3:13][O:7][C:6]([CH:4]1[CH2:5][S:1][CH2:2][NH2+:3]1)=[O:8]. (3) Given the reactants [NH2:1][C@@H:2]1[CH2:11][C:10]2[C:5](=[CH:6][C:7]([Br:12])=[CH:8][CH:9]=2)[N:4]([OH:13])[C:3]1=[O:14].BrC1C=C2C(C[C@H](NC(=O)OC(C)(C)C)C(=O)N2OC(OC(C)(C)C)=O)=CC=1, predict the reaction product. The product is: [NH2:1][C@H:2]1[CH2:11][C:10]2[C:5](=[CH:6][C:7]([Br:12])=[CH:8][CH:9]=2)[N:4]([OH:13])[C:3]1=[O:14]. (4) Given the reactants [I:1][C:2]1[N:7]=[N:6][C:5]([NH2:8])=[C:4]([C:9]#[C:10][C:11]2([O:15][Si](C)(C)C)[CH2:14][O:13][CH2:12]2)[CH:3]=1.CC([O-])(C)C.[K+], predict the reaction product. The product is: [I:1][C:2]1[N:7]=[N:6][C:5]2[NH:8][C:10]([C:11]3([OH:15])[CH2:14][O:13][CH2:12]3)=[CH:9][C:4]=2[CH:3]=1. (5) Given the reactants [NH2:1][C:2]1[C:7]([NH:8][C:9]2[CH:14]=[CH:13][C:12]([I:15])=[CH:11][C:10]=2[F:16])=[C:6]([CH3:17])[C:5](=[O:18])[N:4]2[CH2:19][CH2:20][O:21][C:3]=12.[CH2:22]([O:29][CH2:30][C:31]1([S:34](Cl)(=[O:36])=[O:35])[CH2:33][CH2:32]1)[C:23]1[CH:28]=[CH:27][CH:26]=[CH:25][CH:24]=1, predict the reaction product. The product is: [F:16][C:10]1[CH:11]=[C:12]([I:15])[CH:13]=[CH:14][C:9]=1[NH:8][C:7]1[C:2]([NH:1][S:34]([C:31]2([CH2:30][O:29][CH2:22][C:23]3[CH:28]=[CH:27][CH:26]=[CH:25][CH:24]=3)[CH2:33][CH2:32]2)(=[O:36])=[O:35])=[C:3]2[O:21][CH2:20][CH2:19][N:4]2[C:5](=[O:18])[C:6]=1[CH3:17]. (6) Given the reactants [Cl:1][C:2]1[CH:3]=[CH:4][C:5]([C:28]([F:31])([F:30])[F:29])=[C:6]([CH:27]=1)[CH2:7][N:8]1[CH2:13][CH2:12][NH:11][C:10]2[N:14]=[CH:15][C:16]([C:18]3[CH:19]=[C:20]([CH:24]=[CH:25][CH:26]=3)[C:21](O)=[O:22])=[CH:17][C:9]1=2.[Cl:32][C:33]1[CH:38]=[CH:37][C:36]([N:39]2[CH2:44][CH2:43][NH:42][CH2:41][CH2:40]2)=[CH:35][CH:34]=1, predict the reaction product. The product is: [Cl:32][C:33]1[CH:34]=[CH:35][C:36]([N:39]2[CH2:44][CH2:43][N:42]([C:21]([C:20]3[CH:24]=[CH:25][CH:26]=[C:18]([C:16]4[CH:15]=[N:14][C:10]5[NH:11][CH2:12][CH2:13][N:8]([CH2:7][C:6]6[CH:27]=[C:2]([Cl:1])[CH:3]=[CH:4][C:5]=6[C:28]([F:31])([F:30])[F:29])[C:9]=5[CH:17]=4)[CH:19]=3)=[O:22])[CH2:41][CH2:40]2)=[CH:37][CH:38]=1. (7) Given the reactants [CH2:1]([O:3][C:4]([N:6]1[CH2:11][CH2:10][N:9]([C:12](=[O:38])[C@@H:13]([NH:23][C:24]([C:26]2[CH:35]=[C:34]([OH:36])[C:33]3[C:28](=[CH:29][C:30]([CH3:37])=[CH:31][CH:32]=3)[N:27]=2)=[O:25])[CH2:14][CH2:15][C:16]([O:18][C:19]([CH3:22])([CH3:21])[CH3:20])=[O:17])[CH2:8][CH2:7]1)=[O:5])[CH3:2].[CH2:39]([O:46][C:47](=[O:51])[C@@H:48](O)[CH3:49])[C:40]1[CH:45]=[CH:44][CH:43]=[CH:42][CH:41]=1.C1(P(C2C=CC=CC=2)C2C=CC=CC=2)C=CC=CC=1.N(C(OCC)=O)=NC(OCC)=O, predict the reaction product. The product is: [CH2:1]([O:3][C:4]([N:6]1[CH2:7][CH2:8][N:9]([C:12](=[O:38])[C@@H:13]([NH:23][C:24]([C:26]2[CH:35]=[C:34]([O:36][C@@H:48]([C:47]([O:46][CH2:39][C:40]3[CH:45]=[CH:44][CH:43]=[CH:42][CH:41]=3)=[O:51])[CH3:49])[C:33]3[C:28](=[CH:29][C:30]([CH3:37])=[CH:31][CH:32]=3)[N:27]=2)=[O:25])[CH2:14][CH2:15][C:16]([O:18][C:19]([CH3:21])([CH3:22])[CH3:20])=[O:17])[CH2:10][CH2:11]1)=[O:5])[CH3:2]. (8) Given the reactants [NH2:1][C:2]1[CH:11]=[CH:10][C:9]2[C:4](=[CH:5][CH:6]=[CH:7][CH:8]=2)[C:3]=1[C:12]1[C:21]2[C:16](=[CH:17][CH:18]=[CH:19][CH:20]=2)[CH:15]=[CH:14][C:13]=1[P:22]([C:30]1[CH:35]=[CH:34][CH:33]=[CH:32][CH:31]=1)([C:24]1[CH:29]=[CH:28][CH:27]=[CH:26][CH:25]=1)=[O:23].N1C=CC=CC=1.[C:42](Cl)(=[O:44])[CH3:43].[Cl-].[NH4+], predict the reaction product. The product is: [C:42]([NH:1][C:2]1[CH:11]=[CH:10][C:9]2[C:4](=[CH:5][CH:6]=[CH:7][CH:8]=2)[C:3]=1[C:12]1[C:21]2[C:16](=[CH:17][CH:18]=[CH:19][CH:20]=2)[CH:15]=[CH:14][C:13]=1[P:22]([C:24]1[CH:25]=[CH:26][CH:27]=[CH:28][CH:29]=1)([C:30]1[CH:31]=[CH:32][CH:33]=[CH:34][CH:35]=1)=[O:23])(=[O:44])[CH3:43].